Predict the product of the given reaction. From a dataset of Forward reaction prediction with 1.9M reactions from USPTO patents (1976-2016). (1) Given the reactants C([N:8]1[CH2:12][C@H:11]2[C@H:13]([C:34]3[CH:39]=[CH:38][C:37]([F:40])=[CH:36][C:35]=3[CH3:41])[C@@H:14]([O:17][C@@H:18]([C:20]3[CH:25]=[C:24]([C:26]([F:29])([F:28])[F:27])[CH:23]=[C:22]([C:30]([F:33])([F:32])[F:31])[CH:21]=3)[CH3:19])[O:15][CH2:16][C@@H:10]2[CH2:9]1)C1C=CC=CC=1.[H][H], predict the reaction product. The product is: [F:33][C:30]([F:31])([F:32])[C:22]1[CH:21]=[C:20]([C@H:18]([O:17][C@H:14]2[O:15][CH2:16][C@@H:10]3[CH2:9][NH:8][CH2:12][C@H:11]3[C@@H:13]2[C:34]2[CH:39]=[CH:38][C:37]([F:40])=[CH:36][C:35]=2[CH3:41])[CH3:19])[CH:25]=[C:24]([C:26]([F:29])([F:27])[F:28])[CH:23]=1. (2) Given the reactants [OH:1][C:2]([C:4]1[CH:5]=[CH:6][C:7]([NH:10][C:11](=[O:36])[C:12]2[CH:17]=[C:16]([CH2:18][C:19]3[C:20](=[O:31])[C:21]([O:29][CH3:30])=[C:22]([O:27][CH3:28])[C:23](=[O:26])[C:24]=3[CH3:25])[CH:15]=[CH:14][C:13]=2[O:32]C(=O)C)=[N:8][CH:9]=1)=[O:3].C(=O)([O-])O.[Na+], predict the reaction product. The product is: [OH:3][C:2]([C:4]1[CH:5]=[CH:6][C:7]([NH:10][C:11](=[O:36])[C:12]2[CH:17]=[C:16]([CH2:18][C:19]3[C:20](=[O:31])[C:21]([O:29][CH3:30])=[C:22]([O:27][CH3:28])[C:23](=[O:26])[C:24]=3[CH3:25])[CH:15]=[CH:14][C:13]=2[OH:32])=[N:8][CH:9]=1)=[O:1]. (3) Given the reactants O1C2C=CC=CC=2OC[CH:2]1CN1CCCC(COC)(C)C1.[O:22]1[C:27]2[CH:28]=[CH:29][CH:30]=[CH:31][C:26]=2[O:25][CH2:24][CH:23]1[CH2:32][N:33]1[CH2:38][CH2:37][CH2:36][C:35]([C:40]([OH:43])([CH3:42])[CH3:41])([CH3:39])[CH2:34]1, predict the reaction product. The product is: [O:22]1[C:27]2[CH:28]=[CH:29][CH:30]=[CH:31][C:26]=2[O:25][CH2:24][CH:23]1[CH2:32][N:33]1[CH2:38][CH2:37][CH2:36][C:35]([C:40]([O:43][CH3:2])([CH3:42])[CH3:41])([CH3:39])[CH2:34]1. (4) Given the reactants Cl.Cl.[NH:3]1[CH2:8][CH2:7][NH:6][CH2:5][C@@H:4]1[C:9]([OH:11])=[O:10].[OH-].[Na+].N1CCNCC1C(O)=O.[C:23](Cl)([O:25][CH2:26][CH:27]1[C:39]2[C:34](=[CH:35][CH:36]=[CH:37][CH:38]=2)[C:33]2[C:28]1=[CH:29][CH:30]=[CH:31][CH:32]=2)=[O:24].N1CCNCC1, predict the reaction product. The product is: [CH:38]1[C:39]2[CH:27]([CH2:26][O:25][C:23]([N:6]3[CH2:7][CH2:8][NH:3][C@@H:4]([C:9]([OH:11])=[O:10])[CH2:5]3)=[O:24])[C:28]3[C:33](=[CH:32][CH:31]=[CH:30][CH:29]=3)[C:34]=2[CH:35]=[CH:36][CH:37]=1.